Dataset: Forward reaction prediction with 1.9M reactions from USPTO patents (1976-2016). Task: Predict the product of the given reaction. Given the reactants [NH2:1][C@H:2]([C:4]([OH:6])=[O:5])[CH3:3].C([O-])([O-])=O.[Na+].[Na+].[N+:13]([C:16]1[CH:24]=[CH:23][CH:22]=[C:21]([N+:25]([O-:27])=[O:26])[C:17]=1[C:18](O)=[O:19])([O-:15])=[O:14], predict the reaction product. The product is: [N+:13]([C:16]1[CH:24]=[CH:23][CH:22]=[C:21]([N+:25]([O-:27])=[O:26])[C:17]=1[C:18]([NH:1][C@@H:2]([CH3:3])[C:4]([OH:6])=[O:5])=[O:19])([O-:15])=[O:14].